Dataset: Forward reaction prediction with 1.9M reactions from USPTO patents (1976-2016). Task: Predict the product of the given reaction. (1) Given the reactants [C:1]([C:5]1[CH:6]=[C:7]([CH:10]=[CH:11][CH:12]=1)[C:8]#[N:9])([CH3:4])([CH3:3])[CH3:2].N, predict the reaction product. The product is: [C:1]([C:5]1[CH:6]=[C:7]([CH:10]=[CH:11][CH:12]=1)[CH2:8][NH2:9])([CH3:4])([CH3:2])[CH3:3]. (2) Given the reactants C([O:3][C:4](=[O:36])[CH2:5][N:6]1[CH:10]=[C:9]([C:11]2[CH:16]=[CH:15][C:14]([CH:17]([C:29]3[CH:34]=[CH:33][CH:32]=[CH:31][C:30]=3[CH3:35])[CH2:18]/[C:19](=[N:27]\[OH:28])/[C:20]3[CH:25]=[CH:24][N:23]=[C:22]([CH3:26])[CH:21]=3)=[CH:13][CH:12]=2)[N:8]=[N:7]1)C.[OH-].[Li+].Cl, predict the reaction product. The product is: [OH:28]/[N:27]=[C:19](/[C:20]1[CH:25]=[CH:24][N:23]=[C:22]([CH3:26])[CH:21]=1)\[CH2:18][CH:17]([C:14]1[CH:15]=[CH:16][C:11]([C:9]2[N:8]=[N:7][N:6]([CH2:5][C:4]([OH:36])=[O:3])[CH:10]=2)=[CH:12][CH:13]=1)[C:29]1[CH:34]=[CH:33][CH:32]=[CH:31][C:30]=1[CH3:35]. (3) Given the reactants [NH2:1][C@@H:2]([C:4]([OH:6])=O)[CH3:3].B(F)(F)F.CCOCC.F[C:17]1[CH:24]=[CH:23][C:20]([C:21]#[N:22])=[C:19]([C:25]([F:28])([F:27])[F:26])[CH:18]=1.N[C@H](C)CO.CCN(C(C)C)C(C)C, predict the reaction product. The product is: [OH:6][CH2:4][C@H:2]([NH:1][C:17]1[CH:24]=[CH:23][C:20]([C:21]#[N:22])=[C:19]([C:25]([F:26])([F:28])[F:27])[CH:18]=1)[CH3:3]. (4) Given the reactants [CH3:1][C:2]1[CH:7]=[CH:6][C:5]([CH3:8])=[CH:4][C:3]=1[C@@H:9]1[N:14]([C:15]([O:17][C:18]([CH3:21])([CH3:20])[CH3:19])=[O:16])[CH2:13][CH2:12][N:11]2[C:22](=[O:25])[CH2:23][CH2:24][C@@H:10]12.[Li+].C[Si]([N-][Si](C)(C)C)(C)C.CN1C(=O)N(C)[CH2:40][CH2:39][CH2:38]1.[CH2:45](Br)[CH:46]=[CH2:47], predict the reaction product. The product is: [C:18]([O:17][C:15]([N:14]1[CH2:13][CH2:12][N:11]2[C:22](=[O:25])[C:23]([CH2:47][CH:46]=[CH2:45])([CH2:38][CH:39]=[CH2:40])[CH2:24][C@H:10]2[C@H:9]1[C:3]1[CH:4]=[C:5]([CH3:8])[CH:6]=[CH:7][C:2]=1[CH3:1])=[O:16])([CH3:21])([CH3:20])[CH3:19]. (5) Given the reactants O=[CH:2][C:3]1[CH:11]=[CH:10][C:8]([OH:9])=[C:5]([O:6][CH3:7])[CH:4]=1.Cl.[NH2:13][CH2:14][CH2:15][SH:16], predict the reaction product. The product is: [OH:9][C:8]1[CH:10]=[CH:11][C:3]([CH:2]2[NH:13][CH2:14][CH2:15][S:16]2)=[CH:4][C:5]=1[O:6][CH3:7]. (6) Given the reactants [CH3:1][CH2:2][CH2:3][CH2:4][CH2:5][CH2:6][CH2:7][CH2:8][C:9]1[CH:10]=[CH:11][C:12]([CH2:15][CH2:16][C:17]([NH2:22])([CH2:20][OH:21])[CH2:18][OH:19])=[CH:13][CH:14]=1.CC(O)C.[ClH:27], predict the reaction product. The product is: [CH3:1][CH2:2][CH2:3][CH2:4][CH2:5][CH2:6][CH2:7][CH2:8][C:9]1[CH:14]=[CH:13][C:12]([CH2:15][CH2:16][C:17]([NH2:22])([CH2:18][OH:19])[CH2:20][OH:21])=[CH:11][CH:10]=1.[ClH:27]. (7) Given the reactants [CH2:1]([O:8][C:9]1[CH:10]=[C:11]2[C:15](=[CH:16][CH:17]=1)[NH:14][C:13]([C:18]([N:20]1[CH2:25][CH2:24][N:23]([C:26]3[CH:31]=[CH:30][CH:29]=[CH:28][C:27]=3[C:32]([CH3:35])([CH3:34])[CH3:33])[CH2:22][CH2:21]1)=[O:19])=[CH:12]2)[C:2]1[CH:7]=[CH:6][CH:5]=[CH:4][CH:3]=1.IC.[H-].[Na+].[CH3:40]N(C)C=O, predict the reaction product. The product is: [CH2:1]([O:8][C:9]1[CH:10]=[C:11]2[C:15](=[CH:16][CH:17]=1)[N:14]([CH3:40])[C:13]([C:18]([N:20]1[CH2:25][CH2:24][N:23]([C:26]3[CH:31]=[CH:30][CH:29]=[CH:28][C:27]=3[C:32]([CH3:35])([CH3:34])[CH3:33])[CH2:22][CH2:21]1)=[O:19])=[CH:12]2)[C:2]1[CH:3]=[CH:4][CH:5]=[CH:6][CH:7]=1.